This data is from Forward reaction prediction with 1.9M reactions from USPTO patents (1976-2016). The task is: Predict the product of the given reaction. (1) The product is: [C:9]1([C:14]2[CH:15]=[CH:16][CH:17]=[CH:18][CH:19]=2)[CH:10]=[CH:11][CH:12]=[CH:13][C:8]=1[NH:7][CH:18]1[CH2:6][CH2:5][C:4]2([O:3][O:2][CH:31]([C:14]([C:9]3[CH:10]=[CH:11][CH:12]=[CH:13][CH:8]=3)=[CH2:15])[CH2:30][O:32]2)[CH2:16][CH2:17]1. Given the reactants O1[CH2:6][CH2:5][CH2:4][O:3][O:2]1.[NH2:7][C:8]1[CH:13]=[CH:12][CH:11]=[CH:10][C:9]=1[C:14]1[CH:19]=[CH:18][CH:17]=[CH:16][CH:15]=1.C(O[BH-](O[C:30](=[O:32])[CH3:31])OC(=O)C)(=O)C.[Na+].O, predict the reaction product. (2) Given the reactants [NH2:1][C:2]1[CH:7]=[CH:6][C:5]([CH:8]2[C:12]3[CH:13]=[CH:14][CH:15]=[CH:16][C:11]=3[C:10](=[O:17])O2)=[CH:4][C:3]=1[N+:18]([O-])=O.Cl.[C:22]([C:24]1[C:25]([F:31])=[C:26]([CH:28]=[CH:29][CH:30]=1)[NH2:27])#[CH:23].O.O.[Sn](Cl)[Cl:35].S([O-])([O-])(=O)=O.[Na+].[Na+].[CH3:44][O:45][C:46]([NH:48][C:49](=NC(OC)=O)SC)=[O:47].Cl, predict the reaction product. The product is: [ClH:35].[C:22]([C:24]1[C:25]([F:31])=[C:26]([N:27]2[C:10](=[O:17])[C:11]3[C:12](=[CH:13][CH:14]=[CH:15][CH:16]=3)[CH:8]2[C:5]2[CH:6]=[CH:7][C:2]3[NH:1][C:49]([NH:48][C:46](=[O:47])[O:45][CH3:44])=[N:18][C:3]=3[CH:4]=2)[CH:28]=[CH:29][CH:30]=1)#[CH:23].